Dataset: Reaction yield outcomes from USPTO patents with 853,638 reactions. Task: Predict the reaction yield, written as a fraction of the theoretical maximum amount of product (1.0 means a 100% yield; for example, 0.34 means a 34% yield). (1) The reactants are [F:1][C:2]1[CH:3]=[C:4]([CH:38]=[CH:39][CH:40]=1)[C:5]([C:7]1[CH:8]=[C:9]2[C:15]3([CH2:20][CH2:19][N:18]([C:21]([O:23][C:24]([CH3:27])([CH3:26])[CH3:25])=[O:22])[CH2:17][CH2:16]3)[CH2:14][N:13]([C:28]3[C:29]4[C@H:36]([CH3:37])[CH2:35][CH2:34][C:30]=4[N:31]=[CH:32][N:33]=3)[C:10]2=[CH:11][CH:12]=1)=[O:6].[BH4-].[Na+]. The catalyst is CO. The product is [F:1][C:2]1[CH:3]=[C:4]([CH:5]([OH:6])[C:7]2[CH:8]=[C:9]3[C:15]4([CH2:20][CH2:19][N:18]([C:21]([O:23][C:24]([CH3:27])([CH3:26])[CH3:25])=[O:22])[CH2:17][CH2:16]4)[CH2:14][N:13]([C:28]4[C:29]5[C@H:36]([CH3:37])[CH2:35][CH2:34][C:30]=5[N:31]=[CH:32][N:33]=4)[C:10]3=[CH:11][CH:12]=2)[CH:38]=[CH:39][CH:40]=1. The yield is 0.740. (2) The reactants are [NH2:1][C:2]1[C:7]([NH2:8])=[C:6]([O:9][C:10]2[CH:15]=[CH:14][C:13]([NH:16][C:17](=[O:23])[O:18][C:19]([CH3:22])([CH3:21])[CH3:20])=[CH:12][CH:11]=2)[CH:5]=[CH:4][N:3]=1.[C:24](OCC)(=O)[CH:25]=[O:26].CC(C)=O. The catalyst is C(O)C.C1(C)C=CC=CC=1. The product is [O:26]=[C:25]1[CH:24]=[N:1][C:2]2[N:3]=[CH:4][CH:5]=[C:6]([O:9][C:10]3[CH:11]=[CH:12][C:13]([NH:16][C:17](=[O:23])[O:18][C:19]([CH3:20])([CH3:22])[CH3:21])=[CH:14][CH:15]=3)[C:7]=2[NH:8]1. The yield is 0.450.